Dataset: Full USPTO retrosynthesis dataset with 1.9M reactions from patents (1976-2016). Task: Predict the reactants needed to synthesize the given product. (1) Given the product [OH:1][CH2:2][CH2:3][O:4][C:5]1[C:14]2[C:9](=[C:10]([O:15][CH3:16])[CH:11]=[CH:12][CH:13]=2)[CH:8]=[C:7]([C:17]([N:26]2[CH2:27][CH2:28][C:23]3([CH2:22][C:21](=[O:20])[C:35]4[C:30](=[CH:31][CH:32]=[C:33]([C:36]5[NH:40][C:39](=[O:41])[O:38][N:37]=5)[CH:34]=4)[O:29]3)[CH2:24][CH2:25]2)=[O:19])[CH:6]=1, predict the reactants needed to synthesize it. The reactants are: [OH:1][CH2:2][CH2:3][O:4][C:5]1[C:14]2[C:9](=[C:10]([O:15][CH3:16])[CH:11]=[CH:12][CH:13]=2)[CH:8]=[C:7]([C:17]([OH:19])=O)[CH:6]=1.[O:20]=[C:21]1[C:35]2[C:30](=[CH:31][CH:32]=[C:33]([C:36]3[NH:37][O:38][C:39](=[O:41])[N:40]=3)[CH:34]=2)[O:29][C:23]2([CH2:28][CH2:27][NH:26][CH2:25][CH2:24]2)[CH2:22]1. (2) Given the product [Cl:22][C:6]1[CH:5]=[C:4]([CH:9]=[C:8]([O:10][CH3:11])[C:7]=1[O:12][CH2:13][CH2:14][N:15]1[CH2:20][CH2:19][N:18]([CH3:21])[CH2:17][CH2:16]1)[C:3]([OH:23])=[O:2], predict the reactants needed to synthesize it. The reactants are: C[O:2][C:3](=[O:23])[C:4]1[CH:9]=[C:8]([O:10][CH3:11])[C:7]([O:12][CH2:13][CH2:14][N:15]2[CH2:20][CH2:19][N:18]([CH3:21])[CH2:17][CH2:16]2)=[C:6]([Cl:22])[CH:5]=1. (3) Given the product [CH2:29]([O:31][C:32](=[O:36])/[CH:33]=[C:34](/[C:9]1[CH:10]=[CH:11][C:6]([C:3]([CH2:1][CH3:2])([C:14]2[CH:19]=[CH:18][C:17]([OH:20])=[C:16]([CH3:28])[CH:15]=2)[CH2:4][CH3:5])=[CH:7][C:8]=1[CH3:13])\[CH3:35])[CH3:30], predict the reactants needed to synthesize it. The reactants are: [CH2:1]([C:3]([C:14]1[CH:19]=[CH:18][C:17]([O:20]S(C(F)(F)F)(=O)=O)=[C:16]([CH3:28])[CH:15]=1)([C:6]1[CH:11]=[CH:10][C:9](O)=[C:8]([CH3:13])[CH:7]=1)[CH2:4][CH3:5])[CH3:2].[CH2:29]([O:31][C:32](=[O:36])/[CH:33]=[CH:34]/[CH3:35])[CH3:30].C([O-])(O)=O.[Na+].C1C=CC(P(C2C=CC=CC=2)CCCP(C2C=CC=CC=2)C2C=CC=CC=2)=CC=1.[Li+].[Br-].CC1(C)OC(COC2C=CC(C(C3C=CC(OS(C(F)(F)F)(=O)=O)=C(C)C=3)(CC)CC)=CC=2C)CO1.[NH4+].[Cl-]. (4) Given the product [F:15][C:12]1[C:13]2[CH2:14][NH:6][C:7](=[O:30])[C:8]=2[C:9]([C:25]2[O:26][CH:27]=[CH:28][CH:29]=2)=[N:10][C:11]=1[NH:16][C@H:17]([CH2:21][CH:22]([CH3:24])[CH3:23])[C:18]([NH2:20])=[O:19], predict the reactants needed to synthesize it. The reactants are: COC1C=C(OC)C=CC=1C[N:6]1[CH2:14][C:13]2[C:12]([F:15])=[C:11]([NH:16][C@H:17]([CH2:21][CH:22]([CH3:24])[CH3:23])[C:18]([NH2:20])=[O:19])[N:10]=[C:9]([C:25]3[O:26][CH:27]=[CH:28][CH:29]=3)[C:8]=2[C:7]1=[O:30]. (5) Given the product [Br:1][C:2]1[C:3]([Cl:20])=[C:4]([O:10][C:11]2[CH:12]=[C:13]([CH:16]=[C:17]([Cl:19])[CH:18]=2)[C:14]#[N:15])[C:5]([F:9])=[C:6]([CH2:8][Br:28])[CH:7]=1, predict the reactants needed to synthesize it. The reactants are: [Br:1][C:2]1[C:3]([Cl:20])=[C:4]([O:10][C:11]2[CH:12]=[C:13]([CH:16]=[C:17]([Cl:19])[CH:18]=2)[C:14]#[N:15])[C:5]([F:9])=[C:6]([CH3:8])[CH:7]=1.C1C(=O)N([Br:28])C(=O)C1. (6) Given the product [Cl:17][C:3]1[CH:4]=[C:5]([N+:14]([O-:16])=[O:15])[C:6]([NH:8][CH2:9][C:10]([F:13])([F:12])[F:11])=[N:7][C:2]=1[Cl:1], predict the reactants needed to synthesize it. The reactants are: [Cl:1][C:2]1[N:7]=[C:6]([NH:8][CH2:9][C:10]([F:13])([F:12])[F:11])[C:5]([N+:14]([O-:16])=[O:15])=[CH:4][CH:3]=1.[Cl:17]N1C(=O)CCC1=O. (7) Given the product [ClH:26].[ClH:26].[CH3:25][O:24][C:20]1[CH:19]=[C:18]([CH:23]=[CH:22][CH:21]=1)/[CH:17]=[C:6]1/[C:7]2[CH:15]=[CH:14][CH:13]=[CH:12][C:8]=2[O:9][CH2:10][CH2:11][CH:5]/1[CH2:4][N:2]([CH3:3])[CH3:1], predict the reactants needed to synthesize it. The reactants are: [CH3:1][N:2]([CH2:4][CH:5]1[CH2:11][CH2:10][O:9][C:8]2[CH:12]=[CH:13][CH:14]=[CH:15][C:7]=2[C:6]1([CH2:17][C:18]1[CH:23]=[CH:22][CH:21]=[C:20]([O:24][CH3:25])[CH:19]=1)O)[CH3:3].[ClH:26].[OH-].[Na+].